Task: Predict the reactants needed to synthesize the given product.. Dataset: Full USPTO retrosynthesis dataset with 1.9M reactions from patents (1976-2016) (1) The reactants are: Cl[CH2:2][C:3]([C:5]1[CH:6]=[C:7]2[C:11](=[CH:12][CH:13]=1)[NH:10][C:9](=[O:14])[CH2:8]2)=[O:4].[Cl:15]CC(C1C=C2C(=CC=1Cl)NC(=O)C2)=O.ClCC(C1C=CC2NC(=O)OC=2C=1)=O.BrCC(C1C=CC2NC(=O)SC=2C=1)=O.[SH:58][CH2:59][CH2:60][C:61]([OH:63])=[O:62].SCCCCCCO.C(S)CCC.C(O)(=O)CS. Given the product [Cl:15][C:13]1[CH:12]=[C:11]2[C:7]([CH2:8][C:9](=[O:14])[NH:10]2)=[CH:6][C:5]=1[C:3](=[O:4])[CH2:2][S:58][CH2:59][CH2:60][C:61]([OH:63])=[O:62], predict the reactants needed to synthesize it. (2) Given the product [Cl:24][C:18]1[CH:19]=[C:20]([Cl:23])[CH:21]=[CH:22][C:17]=1[CH2:16][CH2:15][O:14][C:12]1[CH:11]=[C:6]([C:7]([OH:9])=[O:8])[CH:5]=[C:4]([CH:13]=1)[C:3]([OH:25])=[O:2], predict the reactants needed to synthesize it. The reactants are: C[O:2][C:3](=[O:25])[C:4]1[CH:13]=[C:12]([O:14][CH2:15][CH2:16][C:17]2[CH:22]=[CH:21][C:20]([Cl:23])=[CH:19][C:18]=2[Cl:24])[CH:11]=[C:6]([C:7]([O:9]C)=[O:8])[CH:5]=1.O.O.[OH-].[Li+].Cl. (3) Given the product [Cl:8][C:4]1[CH:5]=[CH:6][CH:7]=[C:2]([Cl:1])[C:3]=1[NH:9][C:10]1[S:11]/[C:12](=[CH:5]\[C:6]2[CH:7]=[CH:2][C:3]3[N:9]=[CH:10][N:14]([CH2:13][CH2:12][C:18]4[CH:17]=[N:16][CH:21]=[CH:20][CH:19]=4)[C:23]=3[CH:22]=2)/[C:13](=[O:15])[N:14]=1, predict the reactants needed to synthesize it. The reactants are: [Cl:1][C:2]1[CH:7]=[CH:6][CH:5]=[C:4]([Cl:8])[C:3]=1[NH:9][C:10]1[S:11][CH2:12][C:13](=[O:15])[N:14]=1.[NH:16]1[CH2:21][CH2:20][CH2:19][CH2:18][CH2:17]1.[CH2:22](O)[CH3:23].